This data is from Reaction yield outcomes from USPTO patents with 853,638 reactions. The task is: Predict the reaction yield, written as a fraction of the theoretical maximum amount of product (1.0 means a 100% yield; for example, 0.34 means a 34% yield). (1) The reactants are [CH3:1][C:2]1[C:7]([CH3:8])=[CH:6][C:5]([CH3:9])=[CH:4][C:3]=1[OH:10].[C:11]([O:14]CC)(=[O:13])C.CCC[CH2:20][CH2:21][CH3:22]. No catalyst specified. The product is [CH3:1][C:2]1[C:7]([CH3:8])=[CH:6][C:5]([CH3:9])=[CH:4][C:3]=1[O:10][C:21]([CH3:20])([CH3:22])[C:11]([OH:14])=[O:13]. The yield is 0.650. (2) The reactants are I[C:2]1[C:3]2[C:25]([O:26][CH3:27])=[CH:24][CH:23]=[N:22][C:4]=2[N:5]2[C:10]=1[CH:9]=[CH:8][N:7]=[C:6]2[NH:11][S:12]([C:15]1[CH:21]=[CH:20][C:18]([CH3:19])=[CH:17][CH:16]=1)(=[O:14])=[O:13].C(Cl)(Cl)Cl.C1C=CC(P(C2C=CC=CC=2)C2C=CC=CC=2)=CC=1.[Li+].[Cl-]. The catalyst is O1CCOCC1.C1C=CC(/C=C/C(/C=C/C2C=CC=CC=2)=O)=CC=1.C1C=CC(/C=C/C(/C=C/C2C=CC=CC=2)=O)=CC=1.C1C=CC(/C=C/C(/C=C/C2C=CC=CC=2)=O)=CC=1.[Pd].[Pd].[Cu]I. The product is [CH3:27][O:26][C:25]1[C:3]2[CH:2]=[C:10]3[CH:9]=[CH:8][N:7]=[C:6]([NH:11][S:12]([C:15]4[CH:21]=[CH:20][C:18]([CH3:19])=[CH:17][CH:16]=4)(=[O:14])=[O:13])[N:5]3[C:4]=2[N:22]=[CH:23][CH:24]=1. The yield is 0.280. (3) The reactants are [C:1]([C:4]1[CH:5]=[C:6]([CH:11]=[C:12]([Br:15])[C:13]=1[OH:14])[C:7]([O:9][CH3:10])=[O:8])(=[O:3])[CH3:2].C([O+]([B-](F)(F)F)CC)C.[Cl-].Cl[C:27](Cl)=[N+:28]1[CH2:33][CH2:32][O:31][CH2:30][CH2:29]1.CCOCC. The catalyst is C1(C)C=CC=CC=1. The product is [Br:15][C:12]1[CH:11]=[C:6]([C:7]([O:9][CH3:10])=[O:8])[CH:5]=[C:4]2[C:13]=1[O:14][C:27]([N:28]1[CH2:33][CH2:32][O:31][CH2:30][CH2:29]1)=[CH:2][C:1]2=[O:3]. The yield is 0.476. (4) The reactants are [Br:1][C:2]1[N:6]([S:7]([C:10]2[CH:15]=[CH:14][CH:13]=[C:12]([S:16]([CH3:19])(=[O:18])=[O:17])[CH:11]=2)(=[O:9])=[O:8])[CH:5]=[C:4]([CH2:20][OH:21])[CH:3]=1.S(=O)(=O)=O. No catalyst specified. The product is [Br:1][C:2]1[N:6]([S:7]([C:10]2[CH:15]=[CH:14][CH:13]=[C:12]([S:16]([CH3:19])(=[O:18])=[O:17])[CH:11]=2)(=[O:8])=[O:9])[CH:5]=[C:4]([CH:20]=[O:21])[CH:3]=1. The yield is 0.580. (5) The catalyst is CN(C=O)C.[NH4+].[Cl-]. The yield is 0.707. The reactants are [H-].[Na+].[NH:3]1[C:11]2[CH:10]=[CH:9][CH:8]=[C:7]([CH:12]=[O:13])[C:6]=2[CH:5]=[CH:4]1.F[C:15]1[CH:22]=[CH:21][CH:20]=[CH:19][C:16]=1[C:17]#[N:18]. The product is [CH:12]([C:7]1[CH:8]=[CH:9][CH:10]=[C:11]2[C:6]=1[CH:5]=[CH:4][N:3]2[C:15]1[CH:22]=[CH:21][CH:20]=[CH:19][C:16]=1[C:17]#[N:18])=[O:13]. (6) The reactants are C([O:8][C:9]1[CH:37]=[CH:36][C:12]([O:13][CH2:14][CH2:15][CH2:16][CH2:17][CH2:18][CH2:19][C:20]([C:22]2[O:23][C:24]([CH2:27][O:28][CH2:29][C:30]3[CH:35]=[CH:34][CH:33]=[CH:32][CH:31]=3)=[N:25][N:26]=2)=[O:21])=[CH:11][CH:10]=1)C1C=CC=CC=1. The catalyst is CCOC(C)=O.[Pd]. The product is [CH2:29]([O:28][CH2:27][C:24]1[O:23][C:22]([C:20](=[O:21])[CH2:19][CH2:18][CH2:17][CH2:16][CH2:15][CH2:14][O:13][C:12]2[CH:36]=[CH:37][C:9]([OH:8])=[CH:10][CH:11]=2)=[N:26][N:25]=1)[C:30]1[CH:35]=[CH:34][CH:33]=[CH:32][CH:31]=1. The yield is 0.750. (7) The reactants are [CH:1]1([CH2:4][NH:5][CH2:6][C:7]([NH:9][C:10]2[CH:15]=[CH:14][C:13]([C:16]3[CH:21]=[CH:20][CH:19]=[CH:18][C:17]=3[S:22]([CH3:25])(=[O:24])=[O:23])=[CH:12][C:11]=2[F:26])=[O:8])[CH2:3][CH2:2]1.C(N(CC)CC)C.[Cl:34][C:35]1[CH:40]=[CH:39][C:38]([N:41]=[C:42]=[O:43])=[CH:37][CH:36]=1. The catalyst is ClCCl. The product is [Cl:34][C:35]1[CH:40]=[CH:39][C:38]([NH:41][C:42](=[O:43])[N:5]([CH2:6][C:7]([NH:9][C:10]2[CH:15]=[CH:14][C:13]([C:16]3[CH:21]=[CH:20][CH:19]=[CH:18][C:17]=3[S:22]([CH3:25])(=[O:24])=[O:23])=[CH:12][C:11]=2[F:26])=[O:8])[CH2:4][CH:1]2[CH2:3][CH2:2]2)=[CH:37][CH:36]=1. The yield is 0.190. (8) The reactants are [NH2:1][C:2]1[CH:3]=[CH:4][C:5]([Cl:9])=[C:6]([OH:8])[CH:7]=1.[Br-:10].[Br-].[Br-].C([N+](CCCC)(CCCC)CCCC)CCC.C([N+](CCCC)(CCCC)CCCC)CCC.C([N+](CCCC)(CCCC)CCCC)CCC. The catalyst is ClCCl.CO. The product is [NH2:1][C:2]1[C:3]([Br:10])=[CH:4][C:5]([Cl:9])=[C:6]([OH:8])[CH:7]=1. The yield is 0.180. (9) The reactants are [O:1]1[C:5]2=[CH:6][CH:7]=[CH:8][C:9]([C:10]([OH:12])=[O:11])=[C:4]2[CH:3]=[CH:2]1.C([Li])(C)(C)C.[I:18]I.C(Cl)Cl.CO. The catalyst is C(OCC)C. The product is [I:18][C:2]1[O:1][C:5]2[C:4](=[C:9]([C:10]([OH:12])=[O:11])[CH:8]=[CH:7][CH:6]=2)[CH:3]=1. The yield is 0.230. (10) The reactants are [CH:1]([C:3]1[CH:12]=[CH:11][C:6]([C:7]([O:9]C)=[O:8])=[CH:5][CH:4]=1)=O.[F:13][C:14]([F:31])([F:30])[CH2:15]P(=O)(C1C=CC=CC=1)C1C=CC=CC=1. The catalyst is CCCC[N+](CCCC)(CCCC)CCCC.[F-].C1COCC1. The product is [F:13][C:14]([F:31])([F:30])[CH:15]=[CH:1][C:3]1[CH:12]=[CH:11][C:6]([C:7]([OH:9])=[O:8])=[CH:5][CH:4]=1. The yield is 0.600.